Task: Regression/Classification. Given a drug SMILES string, predict its absorption, distribution, metabolism, or excretion properties. Task type varies by dataset: regression for continuous measurements (e.g., permeability, clearance, half-life) or binary classification for categorical outcomes (e.g., BBB penetration, CYP inhibition). Dataset: cyp3a4_veith.. Dataset: CYP3A4 inhibition data for predicting drug metabolism from PubChem BioAssay (1) The compound is COc1ccc(C2/C(=C(/O)c3ccccc3)C(=O)C(=O)N2c2ccccn2)c(OC)c1. The result is 0 (non-inhibitor). (2) The drug is C#CCOCCCC(=O)O. The result is 0 (non-inhibitor). (3) The result is 1 (inhibitor). The molecule is O=C(CSc1nnc(Cn2nnc3ccccc32)o1)Nc1cccc(Cl)c1. (4) The drug is COc1cccc(Cn2c(=O)c(-c3ccc(F)cc3)nc3cnc(N(C)C)nc32)c1. The result is 1 (inhibitor). (5) The molecule is O=C(c1cccc(F)c1)N1CCC[C@@]2(CCN(c3ccccn3)C2)C1. The result is 1 (inhibitor). (6) The compound is COC(=O)[C@@]1(Cc2ccc(F)cc2)[C@H]2c3cc(C(=O)N(C)C)n(CCCNc4ccc(C(F)(F)F)cc4Cl)c3C[C@H]2CN1C(=O)c1ccccc1. The result is 1 (inhibitor).